The task is: Predict the product of the given reaction.. This data is from Forward reaction prediction with 1.9M reactions from USPTO patents (1976-2016). (1) Given the reactants [O:1]1[C:10]2[C:5](=[CH:6][CH:7]=[CH:8][CH:9]=2)[C:4](=O)[CH2:3][CH2:2]1.Cl.[Br:13][C:14]1[CH:19]=[CH:18][C:17]([NH:20]N)=[CH:16][CH:15]=1, predict the reaction product. The product is: [Br:13][C:14]1[CH:15]=[C:16]2[C:17](=[CH:18][CH:19]=1)[NH:20][C:4]1[C:5]3[CH:6]=[CH:7][CH:8]=[CH:9][C:10]=3[O:1][CH2:2][C:3]2=1. (2) Given the reactants [CH3:1][C:2]([C:4]1[CH:9]=[CH:8][C:7]([O:10][CH3:11])=[CH:6][C:5]=1[F:12])=[O:3].[CH2:13](O)[CH2:14][OH:15], predict the reaction product. The product is: [F:12][C:5]1[CH:6]=[C:7]([O:10][CH3:11])[CH:8]=[CH:9][C:4]=1[C:2]1([CH3:1])[O:15][CH2:14][CH2:13][O:3]1. (3) Given the reactants Br[C:2]1[CH:12]=[CH:11][CH:10]=[CH:9][C:3]=1[C:4]([O:6][CH2:7][CH3:8])=[O:5].O.[CH:14]1(B(O)O)[CH2:16][CH2:15]1.P([O-])([O-])([O-])=O.[K+].[K+].[K+].C1(C)C=CC=CC=1.O, predict the reaction product. The product is: [CH:14]1([C:2]2[CH:12]=[CH:11][CH:10]=[CH:9][C:3]=2[C:4]([O:6][CH2:7][CH3:8])=[O:5])[CH2:16][CH2:15]1. (4) Given the reactants [N:1]([CH2:4][C:5]1[CH:6]=[CH:7][C:8]([Cl:18])=[C:9]([S:11]([NH:14][CH:15]2[CH2:17][CH2:16]2)(=[O:13])=[O:12])[CH:10]=1)=[N+]=[N-].C1(P(C2C=CC=CC=2)C2C=CC=CC=2)C=CC=CC=1.O, predict the reaction product. The product is: [NH2:1][CH2:4][C:5]1[CH:6]=[CH:7][C:8]([Cl:18])=[C:9]([S:11]([NH:14][CH:15]2[CH2:17][CH2:16]2)(=[O:13])=[O:12])[CH:10]=1. (5) Given the reactants C[O:2][C:3](=[O:30])[CH2:4][CH2:5][CH:6]([N:8]1[C:12]2[CH:13]=[CH:14][CH:15]=[CH:16][C:11]=2[N:10]([CH2:17][CH:18]2[C:26]3[C:21](=[CH:22][CH:23]=[CH:24][C:25]=3[CH3:27])[N:20]([CH3:28])[CH2:19]2)[C:9]1=[O:29])[CH3:7], predict the reaction product. The product is: [CH3:28][N:20]1[C:21]2[C:26](=[C:25]([CH3:27])[CH:24]=[CH:23][CH:22]=2)[C:18]([CH2:17][N:10]2[C:11]3[CH:16]=[CH:15][CH:14]=[CH:13][C:12]=3[N:8]([CH:6]([CH3:7])[CH2:5][CH2:4][C:3]([OH:30])=[O:2])[C:9]2=[O:29])=[CH:19]1. (6) Given the reactants C([O:8][C:9]1[CH:14]=[CH:13][C:12]([C:15]([C:17]2[CH:22]=[CH:21][C:20]([O:23][CH3:24])=[CH:19][C:18]=2[O:25][CH2:26][O:27][CH3:28])=[O:16])=[C:11]([CH3:29])[CH:10]=1)C1C=CC=CC=1, predict the reaction product. The product is: [OH:8][C:9]1[CH:14]=[CH:13][C:12]([C:15]([C:17]2[CH:22]=[CH:21][C:20]([O:23][CH3:24])=[CH:19][C:18]=2[O:25][CH2:26][O:27][CH3:28])=[O:16])=[C:11]([CH3:29])[CH:10]=1.